From a dataset of Experimentally validated miRNA-target interactions with 360,000+ pairs, plus equal number of negative samples. Binary Classification. Given a miRNA mature sequence and a target amino acid sequence, predict their likelihood of interaction. (1) The miRNA is mmu-miR-875-3p with sequence CCUGAAAAUACUGAGGCUAUG. The protein sequence of the target gene is MAAPMEVAVCTDSAAPMWSCIVWELHSGANLLTYRGGQAGPRGLALLNGEYLLAAQLGKNYISAWELQRKDQLQQKIMCPGPVTCLTASPNGLYVLAGVAESIHLWEVSTGNLLVILSRHYQDVSCLQFTGDSSHFISGGKDCLVLVWSLCSVLQADPSRIPAPRHVWSHHALPITDLHCGFGGPLARVATSSLDQTVKLWEVSSGELLLSVLFDVSIMAVTMDLAEHHMFCGGSEGSIFQVDLFTWPGQRERSFHPEQDAGKVFKGHRNQVTCLSVSTDGSVLLSGSHDETVRLWDVQS.... Result: 0 (no interaction). (2) The miRNA is mmu-miR-34a-5p with sequence UGGCAGUGUCUUAGCUGGUUGU. The protein sequence of the target gene is MLDICLEKRVGTTLAAPKCNSSTVRFQGLAEGTKGTMKMDMEDADMTLWTEAEFEEKCTYIVNDHPWDSGADGGTSVQAEASLPRNLLFKYATNSEEVIGVMSKEYIPKGTRFGPLIGEIYTNDTVPKNANRKYFWRIYSRGELHHFIDGFNEEKSNWMRYVNPAHSPREQNLAACQNGMNIYFYTIKPIPANQELLVWYCRDFAERLHYPYPGELTMMNLTQTQSSLKQPSTEKNELCPKNVPKREYSVKEILKLDSNPSKGKDLYRSNISPLTSEKDLDDFRRRGSPEMPFYPRVVYP.... Result: 0 (no interaction). (3) The miRNA is hsa-miR-766-5p with sequence AGGAGGAAUUGGUGCUGGUCUU. The protein sequence of the target gene is MKPQLVNLLLLCCCCLGRHGVAGTWSWSHQREAAALRESLHRHRYLNSFPHENSTAFYGVNQFSYLFPEEFKALYLGSKYAWAPRYPAEGQRPIPNVSLPLRFDWRDKHVVNPVRNQEMCGGCWAFSVVSAIESARAIQGKSLDYLSVQQVIDCSFNNSGCLGGSPLCALRWLNETQLKLVADSQYPFKAVNGQCRHFPQSQAGVSVKDFSAYNFRGQEDEMARALLSFGPLVVIVDAMSWQDYLGGIIQHHCSSGEANHAVLITGFDRTGNTPYWMVRNSWGSSWGVEGYAHVKMGGNV.... Result: 0 (no interaction). (4) The miRNA is mmu-miR-758-3p with sequence UUUGUGACCUGGUCCACUA. The protein sequence of the target gene is MAWALAVILLPRLLAAAAAAAAVTSRGDVTVVCHDLETVEVTWGSGPDHHGANLSLEFRYGTGALQPCPRYFLSGAGVTSGCILPAARAGLLELALRDGGGAMVFKARQRASAWLKPRPPWNVTLLWTPDGDVTVSWPAHSYLGLDYEVQHRESNDDEDAWQTTSGPCCDLTVGGLDPARCYDFRVRASPRAAHYGLEAQPSEWTAVTRLSGAASAASCTASPAPSPALAPPLLPLGCGLAALLTLSLLLAALRLRRVKDALLPCVPDPSGSFPGLFEKHHGNFQAWIADAQATAPPART.... Result: 1 (interaction). (5) The miRNA is hsa-miR-379-5p with sequence UGGUAGACUAUGGAACGUAGG. The protein sequence of the target gene is MWTSGRMSNAKNWLGLGMSLYFWGLMDLTTTVLSDTPTPQGELEALLSDKPQSHQRTKRSWVWNQFFVLEEYTGTDPLYVGKLHSDMDRGDGSIKYILSGEGAGIVFTIDDTTGDIHAIQRLDREERAQYTLRAQALDRRTGRPMEPESEFIIKIQDINDNEPKFLDGPYVATVPEMSPVGTSVIQVTATDADDPTYGNSARVVYSILQGQPYFSVDSKTGVIRTALMNMDREAKEYYEVIIQAKDMGGQLGGLAGTTTVNITLSDVNDNPPRFPQKHYQMSVLESAPISSTVGRVFAKD.... Result: 0 (no interaction). (6) Result: 0 (no interaction). The miRNA is hsa-miR-6789-3p with sequence CGGCGCCCGUGUCUCCUCCAG. The protein sequence of the target gene is MVKVTFNSALAQKEAKKDEPKSSEEALIVPPDAVAVDCKDPGDVVPVGQRRAWCWCMCFGLAFMLAGVILGGAYLYKYFALQPDDVYYCGLKYIKDDVILNEPSADAPAARYQTIEENIKIFEEDAVEFISVPVPEFADSDPANIVHDFNKKLTAYLDLNLDKCYVIPLNTSIVMPPKNLLELLINIKAGTYLPQSYLIHEHMVITDRIENVDNLGFFIYRLCHDKETYKLQRRETIRGIQKREASNCFTIRHFENKFAVETLICS. (7) The miRNA is hsa-miR-7154-5p with sequence UUCAUGAACUGGGUCUAGCUUGG. The protein sequence of the target gene is MSRKASEDVEYTLRSLSSLMGERRRRQPEPGAPGGERSLLAAESAASLQGAELERAARRQFQRDETPAFVYAAAAFSALGGFLFGYDTGVVSGAMLLLRRQMRLGAMWQELLVSGAVGAAAVAALAGGALNGALGRRSAILLASALCTVGSAVLAAAANKETLLAGRLVVGLGIGIASMTVPVYIAEVSPPNLRGRLVTINTLFITGGQFFASVVDGAFSYLQKDGWRYMLGLAAIPAVIQFLGFLFLPESPRWLIQKGQTQKARRILSQMRGNQTIDEEYDSIRNSIEEEEKEATAAGP.... Result: 0 (no interaction). (8) The miRNA is hsa-miR-6807-3p with sequence CACUGCAUUCCUGCUUGGCCCAG. The protein sequence of the target gene is MEDEDGEDRALLGGRREADSAVHGAPRALSALCDPSRLAHRLVVLSLMCFLGFGSYFCYDNPAALQTQVKRDMQVNTTKFMLLYAWYSWPNVVLCFLGGFLIDRIFGIRWGTVIFSCFVCIGQVIFALGGIFNAFWLMELGRFVFGIGGESLAVAQNTYAVSWFKGKELNLVFGLQLSMARIGSTVNMNLMGWLYGKIEALLGSAGHMTLGVTLMIGCITCIFSLICALALAYLDRRAEKILHKEQGKTGEVIKLRDIKDFSLPLILVFVICVCYYVAVFPFIGLGKVFFMEKFRFSSQS.... Result: 0 (no interaction). (9) The miRNA is hsa-miR-5693 with sequence GCAGUGGCUCUGAAAUGAACUC. The protein sequence of the target gene is MLSDELESKPELLVQFVQNTSIPLGQGLVESEAKDITCLSLLPVTEASECSRLMLPDDTTNHSNSSKEVPSSAVLRSLRVNVGPDGEETRAQTVQKSPEFLSTSESSSLLQDLQPSDSTSFILLNLTRAGLGSSAEHLVFVQDEAEDSGNDFLSSESTDSSIPWFLRVQELAHDSLIAATRAQLAKNAKTSSNGENVHLGSGDGQSKDSGPLPQVEKKLKCTVEGCDRTFVWPAHFKYHLKTHRNDRSFICPAEGCGKSFYVLQRLKVHMRTHNGEKPFMCHESGCGKQFTTAGNLKNHR.... Result: 1 (interaction).